The task is: Predict which catalyst facilitates the given reaction.. This data is from Catalyst prediction with 721,799 reactions and 888 catalyst types from USPTO. Reactant: [CH3:1][C:2]([CH3:22])=[CH:3][CH2:4][CH2:5]/[C:6](/[CH3:21])=[CH:7]/[CH2:8][CH2:9]/[C:10](/[CH3:20])=[CH:11]/[CH2:12][S:13][CH2:14][C@H:15]([NH2:19])[C:16]([OH:18])=[O:17].C([O-])([O-])=O.[K+].[K+].[CH2:29]=[C:30]1[CH2:34][C:33](=[O:35])[O:32][C:31]1=[O:36].Cl. Product: [C:16]([C@@H:15]([NH:19][C:33](=[O:35])[CH2:34][C:30](=[CH2:29])[C:31]([OH:36])=[O:32])[CH2:14][S:13][CH2:12]/[CH:11]=[C:10](\[CH3:20])/[CH2:9][CH2:8]/[CH:7]=[C:6](\[CH3:21])/[CH2:5][CH2:4][CH:3]=[C:2]([CH3:22])[CH3:1])([OH:18])=[O:17]. The catalyst class is: 1.